From a dataset of Forward reaction prediction with 1.9M reactions from USPTO patents (1976-2016). Predict the product of the given reaction. (1) Given the reactants [NH2:1][C:2]1[C:11]2[N:10]=[CH:9][CH:8]=[CH:7][C:6]=2C(C([O-])=O)=[CH:4][CH:3]=1.[CH:15]([O:22][CH2:23][CH3:24])(OCC)OCC.[N-:25]=[N+:26]=[N-:27].[Na+].[C:29](=O)(O)[O-].[Na+].[OH2:34], predict the reaction product. The product is: [N:1]1([C:2]2[C:11]3[N:10]=[CH:9][CH:8]=[CH:7][C:6]=3[C:24]([C:23]([O:22][CH3:15])=[O:34])=[CH:4][CH:3]=2)[CH:29]=[N:27][N:26]=[N:25]1. (2) Given the reactants CN(C=O)C.[Br:6][C:7]1[CH:12]=[CH:11][CH:10]=[CH:9][C:8]=1[SH:13].C(=O)([O-])[O-].[K+].[K+].[CH2:20]([O:22][CH:23]([O:26][CH2:27][CH3:28])[CH2:24]Br)[CH3:21], predict the reaction product. The product is: [CH2:20]([O:22][CH:23]([O:26][CH2:27][CH3:28])[CH2:24][S:13][C:8]1[CH:9]=[CH:10][CH:11]=[CH:12][C:7]=1[Br:6])[CH3:21]. (3) Given the reactants [Cl:1][C:2]1[CH:3]=[C:4]([CH:19]=[CH:20][CH:21]=1)[C:5]([NH:7][N:8]=[C:9]([C:13]1[CH:18]=[CH:17][CH:16]=[CH:15][CH:14]=1)[CH:10]=[N:11][OH:12])=[O:6].Br[CH2:23][CH2:24][CH:25]([CH3:27])[CH3:26], predict the reaction product. The product is: [Cl:1][C:2]1[CH:3]=[C:4]([CH:19]=[CH:20][CH:21]=1)[C:5]([NH:7][N:8]=[C:9]([C:13]1[CH:14]=[CH:15][CH:16]=[CH:17][CH:18]=1)[CH:10]=[N:11][O:12][CH2:23][CH2:24][CH:25]([CH3:27])[CH3:26])=[O:6]. (4) Given the reactants [F:1][C:2]1[CH:7]=[CH:6][C:5]([C:8]2[N:9]=[C:10](O)[C:11]3[C:16]([CH:17]=2)=[CH:15][C:14]([O:18][CH3:19])=[CH:13][CH:12]=3)=[CH:4][CH:3]=1.O=P(Cl)(Cl)[Cl:23], predict the reaction product. The product is: [Cl:23][C:10]1[C:11]2[C:16](=[CH:15][C:14]([O:18][CH3:19])=[CH:13][CH:12]=2)[CH:17]=[C:8]([C:5]2[CH:6]=[CH:7][C:2]([F:1])=[CH:3][CH:4]=2)[N:9]=1. (5) Given the reactants [CH2:1]([C:5]1[C:10]([C:11]#[N:12])=[C:9]([O:13][CH3:14])[N:8]=[C:7]([CH3:15])[CH:6]=1)[CH2:2][CH:3]=[CH2:4].[H-].[H-].[H-].[H-].[Li+].[Al+3], predict the reaction product. The product is: [CH2:1]([C:5]1[CH:6]=[C:7]([CH3:15])[N:8]=[C:9]([O:13][CH3:14])[C:10]=1[CH2:11][NH2:12])[CH2:2][CH:3]=[CH2:4]. (6) The product is: [O:1]1[C:6]2[CH:7]=[CH:8][C:9]([CH2:11][NH:12][CH:20]3[CH2:25][CH2:24][N:23]([CH2:26][CH2:27][N:28]4[C:37]5[C:32](=[CH:33][C:34]([O:38][CH3:39])=[CH:35][CH:36]=5)[C:31]([CH3:40])=[CH:30][C:29]4=[O:41])[CH2:22][CH2:21]3)=[CH:10][C:5]=2[O:4][CH2:3][CH2:2]1. Given the reactants [O:1]1[C:6]2[CH:7]=[CH:8][C:9]([CH2:11][N:12]([CH:20]3[CH2:25][CH2:24][N:23]([CH2:26][CH2:27][N:28]4[C:37]5[C:32](=[CH:33][C:34]([O:38][CH3:39])=[CH:35][CH:36]=5)[C:31]([CH3:40])=[CH:30][C:29]4=[O:41])[CH2:22][CH2:21]3)C(=O)OC(C)(C)C)=[CH:10][C:5]=2[O:4][CH2:3][CH2:2]1.FC(F)(F)C(O)=O, predict the reaction product. (7) Given the reactants [CH2:1]([CH:3]1[N:12]2[C:7](=[CH:8][C:9](=[O:18])[C:10]([C:13]([O:15]CC)=[O:14])=[CH:11]2)[C:6]2[CH:19]=[C:20]([O:32][CH3:33])[C:21]([O:23][CH2:24][CH2:25][N:26]3[CH2:30][CH2:29][CH2:28][C:27]3=[O:31])=[CH:22][C:5]=2[CH2:4]1)[CH3:2].O[Li].O, predict the reaction product. The product is: [CH2:1]([CH:3]1[N:12]2[C:7](=[CH:8][C:9](=[O:18])[C:10]([C:13]([OH:15])=[O:14])=[CH:11]2)[C:6]2[CH:19]=[C:20]([O:32][CH3:33])[C:21]([O:23][CH2:24][CH2:25][N:26]3[CH2:30][CH2:29][CH2:28][C:27]3=[O:31])=[CH:22][C:5]=2[CH2:4]1)[CH3:2].